Dataset: Catalyst prediction with 721,799 reactions and 888 catalyst types from USPTO. Task: Predict which catalyst facilitates the given reaction. (1) Reactant: C(N(CC)CC)C.[C:16](O[C:16]([O:18][C:19]([CH3:22])([CH3:21])[CH3:20])=[O:17])([O:18][C:19]([CH3:22])([CH3:21])[CH3:20])=[O:17].[C:23]([O:27][C:28]([N:30]1[CH2:35][CH2:34][C@@H:33]([CH2:36][CH2:37][C:38]([NH:40][C:41]2[C:50]3[C:45](=[CH:46][CH:47]=[C:48]([O:51][CH3:52])[CH:49]=3)[N:44]=[CH:43][CH:42]=2)=[O:39])[C@@H:32]([CH:53]=[CH2:54])[CH2:31]1)=[O:29])([CH3:26])([CH3:25])[CH3:24]. Product: [C:23]([O:27][C:28]([N:30]1[CH2:35][CH2:34][C@@H:33]([CH2:36][CH2:37][C:38]([N:40]([C:16]([O:18][C:19]([CH3:20])([CH3:21])[CH3:22])=[O:17])[C:41]2[C:50]3[C:45](=[CH:46][CH:47]=[C:48]([O:51][CH3:52])[CH:49]=3)[N:44]=[CH:43][CH:42]=2)=[O:39])[C@@H:32]([CH:53]=[CH2:54])[CH2:31]1)=[O:29])([CH3:26])([CH3:25])[CH3:24]. The catalyst class is: 119. (2) Reactant: [CH2:1]([O:8][C:9]1[CH:14]=[CH:13][C:12](/[CH:15]=[CH:16]/[N+:17]([O-:19])=[O:18])=[CH:11][N:10]=1)[C:2]1[CH:7]=[CH:6][CH:5]=[CH:4][CH:3]=1.C(O)(=O)C.[BH4-].[Na+]. Product: [CH2:1]([O:8][C:9]1[CH:14]=[CH:13][C:12]([CH2:15][CH2:16][N+:17]([O-:19])=[O:18])=[CH:11][N:10]=1)[C:2]1[CH:7]=[CH:6][CH:5]=[CH:4][CH:3]=1. The catalyst class is: 16. (3) Reactant: [CH2:1]([O:3][C:4]([CH2:6][N:7]=[C:8]=[O:9])=[O:5])[CH3:2].[NH2:10][C:11]1[CH:18]=[CH:17][C:14]([C:15]#[N:16])=[CH:13][CH:12]=1. Product: [CH2:1]([O:3][C:4](=[O:5])[CH2:6][NH:7][C:8]([NH:10][C:11]1[CH:18]=[CH:17][C:14]([C:15]#[N:16])=[CH:13][CH:12]=1)=[O:9])[CH3:2]. The catalyst class is: 3. (4) Product: [CH2:4]([N:6]1[C:14]2[C:9](=[N:10][CH:11]=[CH:12][CH:13]=2)[N:8]([C:15]2[CH:16]=[CH:17][C:18]([O:19][C:20]3[N:24]([CH2:25][C:18]([OH:19])([CH3:35])[CH3:17])[C:23]4[CH:31]=[CH:32][CH:33]=[CH:34][C:22]=4[N:21]=3)=[CH:35][CH:36]=2)[C:7]1=[O:37])[CH3:5]. Reactant: BrC[Mg].[CH2:4]([N:6]1[C:14]2[C:9](=[N:10][CH:11]=[CH:12][CH:13]=2)[N:8]([C:15]2[CH:36]=[CH:35][C:18]([O:19][C:20]3[N:24]([CH2:25]C(OCC)=O)[C:23]4[CH:31]=[CH:32][CH:33]=[CH:34][C:22]=4[N:21]=3)=[CH:17][CH:16]=2)[C:7]1=[O:37])[CH3:5].[Cl-].[Cl-].[Ca+2]. The catalyst class is: 1.